Dataset: Protein-peptide binding for MDM2, ACE2, and 12ca5 with 34 validated binders. Task: Binary Classification. Given protein and peptide amino acid sequences, predict whether they interact or not. The protein target is MDM2 with sequence MCNTNMSVPTDGAVTTSQIPASEQETLVRPKPLLLKLLKSVGAQKDTYTMKEVLFYLGQYIMTKRLYDEKQQHIVYCSNDLLGDLFGVPSFSVKEHRKIYTMIYRNLVVVNQQESSDSGTSVSENRCHLEGGSDQKDLVQELQEEKPSSSHLVSRPSTSSRRRAISETEENSDELSGERQRKRHKSDSISLSFDESLALCVIREICCERSSSSESTGTPSNPDLDAGVSEHSGDWLDQDSVSDQFSVEFEVESLDSEDYSLSEEGQELSDEDDEVYQVTVYQAGESDTDSFEEDPEISLADYWKCTSCNEMNPPLPSHCNRCWALRENWLPEDKGKDKGEISEKAKLENSTQAEEGFDVPDCKKTIVNDSRESCVEENDDKITQASQSQESEDYSQPSTSSSIIYSSQEDVKEFEREETQDKEESVESSLPLNAIEPCVICQGRPKNGCIVHGKTGHLMACFTCAKKLKKRNKPCPVCRQPIQMIVLTYFP. The peptide is TSFAEYWNLLAAK.